Predict which catalyst facilitates the given reaction. From a dataset of Catalyst prediction with 721,799 reactions and 888 catalyst types from USPTO. (1) Reactant: [CH3:1][N:2]1[C:6](=[O:7])[N:5]([C:8]2[C:9]([CH3:21])=[C:10]([CH:15]=[C:16]([N+:18]([O-])=O)[CH:17]=2)[C:11]([O:13][CH3:14])=[O:12])[N:4]=[N:3]1. Product: [NH2:18][C:16]1[CH:17]=[C:8]([N:5]2[C:6](=[O:7])[N:2]([CH3:1])[N:3]=[N:4]2)[C:9]([CH3:21])=[C:10]([CH:15]=1)[C:11]([O:13][CH3:14])=[O:12]. The catalyst class is: 19. (2) Reactant: [N+:1]([O-:4])(O)=[O:2].[CH:5]([C:8]1[CH:13]=[CH:12][CH:11]=[C:10]([CH3:14])[C:9]=1[Br:15])([CH3:7])[CH3:6]. Product: [CH:5]([C:8]1[CH:13]=[CH:12][C:11]([N+:1]([O-:4])=[O:2])=[C:10]([CH3:14])[C:9]=1[Br:15])([CH3:7])[CH3:6]. The catalyst class is: 15. (3) Reactant: C(OC([N:8]1[CH2:12][CH2:11][C:10]([C:15]2[CH:20]=[C:19]([F:21])[CH:18]=[C:17]([Cl:22])[CH:16]=2)([O:13][CH3:14])[CH2:9]1)=O)(C)(C)C.FC(F)(F)C(O)=O. Product: [Cl:22][C:17]1[CH:16]=[C:15]([C:10]2([O:13][CH3:14])[CH2:11][CH2:12][NH:8][CH2:9]2)[CH:20]=[C:19]([F:21])[CH:18]=1. The catalyst class is: 2. (4) Reactant: [Cl:1][C:2]1[C:7]([C:8]2([CH2:11][NH2:12])[CH2:10][CH2:9]2)=[CH:6][CH:5]=[C:4]([Cl:13])[N:3]=1.FC(F)(F)C1C(C(O)=O)=NC=CC=1.CCN=C=NCCCN(C)C.Cl.C1C=C2N=NN(O)C2=CC=1.O.[Cl:50][C:51]1[C:56]([C:57](O)=[O:58])=[CH:55][CH:54]=[CH:53][N:52]=1. Product: [Cl:50][C:51]1[N:52]=[CH:53][CH:54]=[CH:55][C:56]=1[C:57]([NH:12][CH2:11][C:8]1([C:7]2[C:2]([Cl:1])=[N:3][C:4]([Cl:13])=[CH:5][CH:6]=2)[CH2:9][CH2:10]1)=[O:58]. The catalyst class is: 884. (5) Product: [C:1]([O:5][C:6]([N:8]1[CH2:12][C@@H:11]([CH2:13][N:14]([CH:31]([CH3:32])[CH3:33])[C:15](=[O:30])[C:16]2[CH:21]=[CH:20][C:19]([O:22][CH3:23])=[C:18]([O:24][CH2:25][CH2:26][CH2:27][O:28][CH3:29])[CH:17]=2)[C@H:10]([CH:34]=[O:35])[CH2:9]1)=[O:7])([CH3:4])([CH3:3])[CH3:2]. Reactant: [C:1]([O:5][C:6]([N:8]1[CH2:12][C@@H:11]([CH2:13][N:14]([CH:31]([CH3:33])[CH3:32])[C:15](=[O:30])[C:16]2[CH:21]=[CH:20][C:19]([O:22][CH3:23])=[C:18]([O:24][CH2:25][CH2:26][CH2:27][O:28][CH3:29])[CH:17]=2)[C@H:10]([CH2:34][OH:35])[CH2:9]1)=[O:7])([CH3:4])([CH3:3])[CH3:2].CC#N.O.CC#N. The catalyst class is: 6. (6) Reactant: [Cl:1][C:2]1[N:7]=[C:6]([CH2:8][C:9]([C:11]2[CH:12]=[CH:13][C:14]([O:19][CH3:20])=[C:15]([CH:18]=2)[C:16]#[N:17])=O)[CH:5]=[CH:4][N:3]=1.Cl[C:22]1[N:27]=[C:26](/[CH:28]=[C:29](/[C:31]2C=CC(OC)=C(C=2)C#N)\O)C=C[N:23]=1.C1C(=O)N(Br)C(=O)C1.NC1C=CC=CN=1.C([O-])(O)=O.[Na+]. Product: [Cl:1][C:2]1[N:7]=[C:6]([C:8]2[N:27]3[CH:26]=[CH:28][CH:29]=[CH:31][C:22]3=[N:23][C:9]=2[C:11]2[CH:12]=[CH:13][C:14]([O:19][CH3:20])=[C:15]([CH:18]=2)[C:16]#[N:17])[CH:5]=[CH:4][N:3]=1. The catalyst class is: 2. (7) Reactant: [Cl:1][C:2]1[CH:7]=[CH:6][C:5]([O:8][CH3:9])=[CH:4][C:3]=1[C:10]1[CH:15]=[CH:14][CH:13]=[C:12]([F:16])[CH:11]=1.CC(O)=O.S(=O)(=O)(O)O.C1C(=O)N([I:33])C(=O)C1. The catalyst class is: 2. Product: [Cl:1][C:2]1[CH:7]=[C:6]([I:33])[C:5]([O:8][CH3:9])=[CH:4][C:3]=1[C:10]1[CH:15]=[CH:14][CH:13]=[C:12]([F:16])[CH:11]=1.